The task is: Predict which catalyst facilitates the given reaction.. This data is from Catalyst prediction with 721,799 reactions and 888 catalyst types from USPTO. (1) Reactant: [CH:1]([C:3]1[CH:10]=[CH:9][C:6]([C:7]#[N:8])=[CH:5][C:4]=1[O:11][CH3:12])=O.[C:13]([CH:15]=[C:16]([O-])[C:17]([F:20])([F:19])[F:18])#[N:14].[Na+].[NH2:23][C:24]1[CH:29]=[CH:28][NH:27][C:26](=[O:30])[CH:25]=1.C(O)(=O)C. Product: [C:7]([C:6]1[CH:9]=[CH:10][C:3]([CH:1]2[C:25]3[C:26](=[O:30])[NH:27][CH:28]=[CH:29][C:24]=3[NH:23][C:16]([C:17]([F:20])([F:19])[F:18])=[C:15]2[C:13]#[N:14])=[C:4]([O:11][CH3:12])[CH:5]=1)#[N:8]. The catalyst class is: 32. (2) Reactant: [Li][CH2:2][CH2:3][CH2:4][CH3:5].[C:6]([N:13]1[CH2:18][CH2:17][C:16](=[O:19])[CH2:15][CH2:14]1)([O:8][C:9]([CH3:12])([CH3:11])[CH3:10])=[O:7].[Cl-].[NH4+].C[CH2:23][O:24][CH2:25][CH3:26]. Product: [C:9]([O:8][C:6]([N:13]1[CH2:18][CH2:17][C:16]([OH:19])([C:5]2[C:4]3[C:4](=[CH:3][CH:2]=[CH:2][CH:3]=3)[CH:5]=[CH:26][C:25]=2[O:24][CH3:23])[CH2:15][CH2:14]1)=[O:7])([CH3:12])([CH3:11])[CH3:10]. The catalyst class is: 1. (3) Reactant: [CH3:1][C:2]1[CH:6]=[CH:5][O:4][C:3]=1[C:7]([NH:9][C:10]1[CH:11]=[C:12]([NH:16][C:17]2[CH:22]=[CH:21][N:20]=[C:19]([C:23]3[NH:27][CH:26]=[C:25]([C:28]([O:30]C)=[O:29])[CH:24]=3)[CH:18]=2)[CH:13]=[CH:14][CH:15]=1)=[O:8].C1COCC1.CO.[OH-].[Na+].Cl. Product: [CH3:1][C:2]1[CH:6]=[CH:5][O:4][C:3]=1[C:7]([NH:9][C:10]1[CH:11]=[C:12]([NH:16][C:17]2[CH:22]=[CH:21][N:20]=[C:19]([C:23]3[NH:27][CH:26]=[C:25]([C:28]([OH:30])=[O:29])[CH:24]=3)[CH:18]=2)[CH:13]=[CH:14][CH:15]=1)=[O:8]. The catalyst class is: 6. (4) Reactant: CCN=C=N[CH2:6][CH2:7][CH2:8]N(C)C.Cl.C1C=CC2N(O)N=NC=2C=1.[Br:23][C:24]1[CH:29]=[CH:28][C:27]([NH:30][C:31]2[C:36]([C:37](O)=[O:38])=[CH:35][N:34]3[C:40]([CH2:43][NH:44][CH2:45]C(OC(C)(C)C)=O)=[CH:41][N:42]=[C:33]3[C:32]=2[Cl:53])=[C:26]([Cl:54])[CH:25]=1.[CH:55]1([CH2:58][O:59][NH2:60])[CH2:57][CH2:56]1.[CH2:61](N(CC)CC)C.[C:68]([O:71]CC)(=[O:70])C. Product: [C:7]([O:71][C:68](=[O:70])[N:44]([CH2:43][C:40]1[N:34]2[CH:35]=[C:36]([C:37](=[O:38])[NH:60][O:59][CH2:58][CH:55]3[CH2:57][CH2:56]3)[C:31]([NH:30][C:27]3[CH:28]=[CH:29][C:24]([Br:23])=[CH:25][C:26]=3[Cl:54])=[C:32]([Cl:53])[C:33]2=[N:42][CH:41]=1)[CH3:45])([CH3:8])([CH3:61])[CH3:6]. The catalyst class is: 44. (5) Reactant: [CH2:1]([O:3][C:4](=[O:21])/[C:5](/O)=[CH:6]/[C:7]([C:9]1[CH:14]=[CH:13][C:12]([F:15])=[C:11]([C:16]([F:19])([F:18])[F:17])[CH:10]=1)=O)[CH3:2].[CH3:22][NH:23][NH2:24]. Product: [CH2:1]([O:3][C:4]([C:5]1[N:23]([CH3:22])[N:24]=[C:7]([C:9]2[CH:14]=[CH:13][C:12]([F:15])=[C:11]([C:16]([F:19])([F:18])[F:17])[CH:10]=2)[CH:6]=1)=[O:21])[CH3:2].[CH2:1]([O:3][C:4]([C:5]1[CH:6]=[C:7]([C:9]2[CH:14]=[CH:13][C:12]([F:15])=[C:11]([C:16]([F:19])([F:18])[F:17])[CH:10]=2)[N:23]([CH3:22])[N:24]=1)=[O:21])[CH3:2]. The catalyst class is: 8. (6) Reactant: [OH:1][C:2]1[CH:3]=[C:4]2[C:9](=[CH:10][CH:11]=1)[CH:8]=[N:7][CH:6]=[C:5]2[CH2:12][CH2:13][CH2:14][C:15]([F:18])([F:17])[F:16].[C:19]([N:26]1[CH2:31][CH2:30][CH:29](O)[CH2:28][CH2:27]1)([O:21][C:22]([CH3:25])([CH3:24])[CH3:23])=[O:20].N(C([O-])=O)=NC([O-])=O. Product: [C:22]([O:21][C:19]([N:26]1[CH2:31][CH2:30][CH:29]([O:1][C:2]2[CH:3]=[C:4]3[C:9](=[CH:10][CH:11]=2)[CH:8]=[N:7][CH:6]=[C:5]3[CH2:12][CH2:13][CH2:14][C:15]([F:18])([F:16])[F:17])[CH2:28][CH2:27]1)=[O:20])([CH3:25])([CH3:23])[CH3:24]. The catalyst class is: 7. (7) Reactant: [Cl:1][C:2]([Cl:19])([Cl:18])[C:3]([NH:5][C:6]([NH:8][C:9]1[CH:13]=[CH:12][S:11][C:10]=1[C:14]([O:16][CH3:17])=[O:15])=[O:7])=[O:4].[Br:20]Br. Product: [Br:20][C:12]1[S:11][C:10]([C:14]([O:16][CH3:17])=[O:15])=[C:9]([NH:8][C:6]([NH:5][C:3](=[O:4])[C:2]([Cl:1])([Cl:18])[Cl:19])=[O:7])[CH:13]=1. The catalyst class is: 15.